From a dataset of Catalyst prediction with 721,799 reactions and 888 catalyst types from USPTO. Predict which catalyst facilitates the given reaction. Reactant: [CH3:1][C:2]1([CH3:22])[C:10]2=[CH:11][C:12]3[NH:13][C:14]4[C:19]([C:20]=3[CH:21]=[C:9]2[C:8]2[C:3]1=[CH:4][CH:5]=[CH:6][CH:7]=2)=[CH:18][CH:17]=[CH:16][CH:15]=4.[H-].[Na+].Cl[C:26]1[N:31]=[C:30]([C:32]2[CH:33]=[C:34]([C:44]3[CH:49]=[CH:48][CH:47]=[CH:46][CH:45]=3)[CH:35]=[C:36]([C:38]3[CH:43]=[CH:42][CH:41]=[CH:40][CH:39]=3)[CH:37]=2)[N:29]=[C:28]([C:50]2[CH:51]=[C:52]([C:62]3[CH:67]=[CH:66][CH:65]=[CH:64][CH:63]=3)[CH:53]=[C:54]([C:56]3[CH:61]=[CH:60][CH:59]=[CH:58][CH:57]=3)[CH:55]=2)[N:27]=1. Product: [C:62]1([C:52]2[CH:51]=[C:50]([C:28]3[N:29]=[C:30]([C:32]4[CH:37]=[C:36]([C:38]5[CH:39]=[CH:40][CH:41]=[CH:42][CH:43]=5)[CH:35]=[C:34]([C:44]5[CH:49]=[CH:48][CH:47]=[CH:46][CH:45]=5)[CH:33]=4)[N:31]=[C:26]([N:13]4[C:12]5[CH:11]=[C:10]6[C:2]([CH3:22])([CH3:1])[C:3]7[C:8]([C:9]6=[CH:21][C:20]=5[C:19]5[C:14]4=[CH:15][CH:16]=[CH:17][CH:18]=5)=[CH:7][CH:6]=[CH:5][CH:4]=7)[N:27]=3)[CH:55]=[C:54]([C:56]3[CH:57]=[CH:58][CH:59]=[CH:60][CH:61]=3)[CH:53]=2)[CH:63]=[CH:64][CH:65]=[CH:66][CH:67]=1. The catalyst class is: 9.